From a dataset of Reaction yield outcomes from USPTO patents with 853,638 reactions. Predict the reaction yield, written as a fraction of the theoretical maximum amount of product (1.0 means a 100% yield; for example, 0.34 means a 34% yield). (1) The reactants are C([O:8][C:9]1[CH:17]=[C:16]2[C:12]([C:13]([C@H:18]3[C@H:22]([C:23]4[C:33]5=[C:34]6[C:29](=[CH:30][CH:31]=[CH:32]5)[CH2:28][CH2:27][CH2:26][N:25]6[CH:24]=4)[C:21](=[O:35])[NH:20][C:19]3=[O:36])=[CH:14][NH:15]2)=[CH:11][CH:10]=1)C1C=CC=CC=1.[H][H]. The catalyst is CO.[Pd]. The product is [C:23]1([C@H:22]2[C@H:18]([C:13]3[C:12]4[C:16](=[CH:17][C:9]([OH:8])=[CH:10][CH:11]=4)[NH:15][CH:14]=3)[C:19](=[O:36])[NH:20][C:21]2=[O:35])[C:33]2=[C:34]3[C:29](=[CH:30][CH:31]=[CH:32]2)[CH2:28][CH2:27][CH2:26][N:25]3[CH:24]=1. The yield is 0.280. (2) The reactants are [C:1]([OH:7])(=O)[CH2:2][C:3]([OH:5])=[O:4].[CH2:8]([K])[CH3:9].[Mg+2].[Cl-].[Cl-].[CH3:14][O:15][C:16]([N:18]1[CH2:23][CH2:22][CH:21](C(O)=O)[CH2:20][CH:19]1[CH2:27][C:28]1[CH:33]=[CH:32][C:31]([S:34]([CH3:37])(=[O:36])=[O:35])=[CH:30][CH:29]=1)=[O:17].C(N1C=CN=C1)(N1C=CN=C1)=O. The catalyst is C(OCC)C.O.C1COCC1. The product is [CH2:8]([O:5][C:3](=[O:4])[CH2:2][C:1]([CH:21]1[CH2:22][CH2:23][N:18]([C:16]([O:15][CH3:14])=[O:17])[CH:19]([CH2:27][C:28]2[CH:29]=[CH:30][C:31]([S:34]([CH3:37])(=[O:35])=[O:36])=[CH:32][CH:33]=2)[CH2:20]1)=[O:7])[CH3:9]. The yield is 0.790. (3) The reactants are [OH:1][C:2]1[CH:3]=[C:4]([C:8]23[CH2:15][CH2:14][C:11]([CH2:16][C:17]([O:19][CH3:20])=[O:18])([CH2:12][CH2:13]2)[CH2:10][O:9]3)[CH:5]=[CH:6][CH:7]=1.[O:21]1[CH:26]=[CH:25][CH2:24][CH2:23][CH2:22]1.CC1C=CC(S([O-])(=O)=O)=CC=1.C1C=C[NH+]=CC=1. The catalyst is C(Cl)Cl. The product is [O:21]1[CH2:26][CH2:25][CH2:24][CH2:23][CH:22]1[O:1][C:2]1[CH:3]=[C:4]([C:8]23[CH2:13][CH2:12][C:11]([CH2:16][C:17]([O:19][CH3:20])=[O:18])([CH2:14][CH2:15]2)[CH2:10][O:9]3)[CH:5]=[CH:6][CH:7]=1. The yield is 0.770. (4) The reactants are [CH3:1][O:2][C:3]([CH3:8])([CH3:7])[CH2:4][CH2:5][OH:6].[N+:9]([C:12]1[CH:19]=[CH:18][CH:17]=[C:16]([N+]([O-])=O)[C:13]=1[C:14]#[N:15])([O-:11])=[O:10]. No catalyst specified. The product is [CH3:1][O:2][C:3]([CH3:8])([CH3:7])[CH2:4][CH2:5][O:6][C:16]1[CH:17]=[CH:18][CH:19]=[C:12]([N+:9]([O-:11])=[O:10])[C:13]=1[C:14]#[N:15]. The yield is 0.520. (5) The catalyst is ClCCl.CN(C)C=O. The yield is 0.890. The reactants are C(Cl)(=O)C([Cl:4])=O.[Na].[CH2:8]([O:15][C:16]1[CH:21]=[CH:20][C:19]([S:22]([OH:25])(=O)=[O:23])=[CH:18][CH:17]=1)[C:9]1[CH:14]=[CH:13][CH:12]=[CH:11][CH:10]=1. The product is [CH2:8]([O:15][C:16]1[CH:21]=[CH:20][C:19]([S:22]([Cl:4])(=[O:25])=[O:23])=[CH:18][CH:17]=1)[C:9]1[CH:14]=[CH:13][CH:12]=[CH:11][CH:10]=1. (6) The reactants are [CH3:1][O:2][C:3]([C:5]1[CH:6]=[CH:7][C:8]2[CH:12]=[C:11]([C:13]3[C:18]([CH3:19])=[CH:17][N:16]=[C:15](Cl)[N:14]=3)[S:10][C:9]=2[CH:21]=1)=[O:4].[NH2:22][CH2:23][CH2:24][CH2:25][N:26]1[CH2:31][CH2:30][N:29]([CH3:32])[CH2:28][CH2:27]1. The catalyst is O1CCOCC1. The product is [CH3:1][O:2][C:3]([C:5]1[CH:6]=[CH:7][C:8]2[CH:12]=[C:11]([C:13]3[C:18]([CH3:19])=[CH:17][N:16]=[C:15]([NH:22][CH2:23][CH2:24][CH2:25][N:26]4[CH2:27][CH2:28][N:29]([CH3:32])[CH2:30][CH2:31]4)[N:14]=3)[S:10][C:9]=2[CH:21]=1)=[O:4]. The yield is 0.720. (7) The reactants are [C:1]([O:5][C:6]([N:8]([C:11]1([C@H:14]2[CH2:18][N:17]([C@H:19]([C:21]3[CH:26]=[CH:25][CH:24]=[CH:23][CH:22]=3)[CH3:20])[C:16](=O)[CH2:15]2)[CH2:13][CH2:12]1)[CH2:9][CH3:10])=[O:7])([CH3:4])([CH3:3])[CH3:2]. The catalyst is O1CCCC1. The product is [C:1]([O:5][C:6]([N:8]([C:11]1([C@@H:14]2[CH2:15][CH2:16][N:17]([C@H:19]([C:21]3[CH:26]=[CH:25][CH:24]=[CH:23][CH:22]=3)[CH3:20])[CH2:18]2)[CH2:12][CH2:13]1)[CH2:9][CH3:10])=[O:7])([CH3:3])([CH3:4])[CH3:2]. The yield is 0.990. (8) The reactants are [C:1]([O:4][CH:5]1[C:9]2=[N:10][CH:11]=[C:12]([N+:29]([O-])=O)[C:13]([N:14]3[CH2:19][C@H:18]([CH3:20])[CH2:17][C@H:16]([NH:21][C:22]([O:24][C:25]([CH3:28])([CH3:27])[CH3:26])=[O:23])[CH2:15]3)=[C:8]2[CH2:7][CH2:6]1)(=[O:3])[CH3:2].CC(O)=O. The catalyst is CCOC(C)=O.[Fe]. The product is [C:1]([O:4][CH:5]1[C:9]2=[N:10][CH:11]=[C:12]([NH2:29])[C:13]([N:14]3[CH2:19][C@H:18]([CH3:20])[CH2:17][C@H:16]([NH:21][C:22]([O:24][C:25]([CH3:28])([CH3:27])[CH3:26])=[O:23])[CH2:15]3)=[C:8]2[CH2:7][CH2:6]1)(=[O:3])[CH3:2]. The yield is 0.960. (9) The reactants are [Br:1][C:2]1[CH:7]=[CH:6][C:5]([CH:8]([C:13]2[CH:18]=[CH:17][CH:16]=[CH:15][C:14]=2[CH3:19])[CH2:9][C:10](O)=[O:11])=[CH:4][CH:3]=1.C(N1C=CN=C1)(N1C=CN=C1)=O.Cl.[CH3:33][NH:34][O:35][CH3:36]. The catalyst is ClCCl. The product is [Br:1][C:2]1[CH:7]=[CH:6][C:5]([CH:8]([C:13]2[CH:18]=[CH:17][CH:16]=[CH:15][C:14]=2[CH3:19])[CH2:9][C:10]([N:34]([O:35][CH3:36])[CH3:33])=[O:11])=[CH:4][CH:3]=1. The yield is 0.880.